From a dataset of Catalyst prediction with 721,799 reactions and 888 catalyst types from USPTO. Predict which catalyst facilitates the given reaction. (1) Reactant: [CH:1]([O:4][CH:5]1[C:10](=O)[CH2:9][CH2:8][N:7]([C:12]([O:14][C:15]([CH3:18])([CH3:17])[CH3:16])=[O:13])[CH2:6]1)([CH3:3])[CH3:2].[CH2:19]([NH2:26])[C:20]1[CH:25]=[CH:24][CH:23]=[CH:22][CH:21]=1.C(O[BH-](OC(=O)C)OC(=O)C)(=O)C.[Na+]. Product: [CH2:19]([NH:26][C@H:10]1[CH2:9][CH2:8][N:7]([C:12]([O:14][C:15]([CH3:18])([CH3:17])[CH3:16])=[O:13])[CH2:6][C@H:5]1[O:4][CH:1]([CH3:3])[CH3:2])[C:20]1[CH:25]=[CH:24][CH:23]=[CH:22][CH:21]=1. The catalyst class is: 26. (2) Reactant: [Si:1]([O:8][CH2:9][CH:10]([C:12]1[N:20]([CH2:21][C@H:22]2[CH2:27][CH2:26][C@H:25]([CH3:28])[CH2:24][CH2:23]2)[C:19]2[C:14](=[N:15][C:16]([C:36](=[NH:39])[NH:37][OH:38])=[N:17][C:18]=2[NH:29][C@@H:30]([CH:32]2[CH2:35][CH2:34][CH2:33]2)[CH3:31])[N:13]=1)[OH:11])([C:4]([CH3:7])([CH3:6])[CH3:5])([CH3:3])[CH3:2].[C:40](N1C=CN=C1)(N1C=CN=C1)=[O:41].N12CCCN=C1CCCCC2. Product: [Si:1]([O:8][CH2:9][CH:10]([C:12]1[N:20]([CH2:21][C@H:22]2[CH2:27][CH2:26][C@H:25]([CH3:28])[CH2:24][CH2:23]2)[C:19]2[C:14](=[N:15][C:16]([C:36]3[NH:39][C:40](=[O:41])[O:38][N:37]=3)=[N:17][C:18]=2[NH:29][C@@H:30]([CH:32]2[CH2:33][CH2:34][CH2:35]2)[CH3:31])[N:13]=1)[OH:11])([C:4]([CH3:7])([CH3:6])[CH3:5])([CH3:3])[CH3:2]. The catalyst class is: 291. (3) Reactant: [I:1][C:2]1[S:6][C:5]([C:7](=[O:17])[CH:8]=[CH:9][C:10]2[CH:15]=[CH:14][C:13]([NH2:16])=[CH:12][CH:11]=2)=[CH:4][CH:3]=1.[C:18](=O)([O-])[O-].[K+].[K+].CI.O. Product: [I:1][C:2]1[S:6][C:5]([C:7](=[O:17])[CH:8]=[CH:9][C:10]2[CH:15]=[CH:14][C:13]([NH:16][CH3:18])=[CH:12][CH:11]=2)=[CH:4][CH:3]=1. The catalyst class is: 16. (4) Reactant: CN(C=O)C.[C:6]([N:14]1[CH2:19][CH2:18][N:17]([C:20](=[O:30])[C:21]([C:23]2[CH:28]=[CH:27][C:26](I)=[CH:25][CH:24]=2)=[O:22])[CH:16]([CH3:31])[CH2:15]1)(=[O:13])[C:7]1[CH:12]=[CH:11][CH:10]=[CH:9][CH:8]=1.[CH3:32][C:33]1([CH3:49])[C:37]([CH3:39])([CH3:38])[O:36][B:35]([B:35]2[O:36][C:37]([CH3:39])([CH3:38])[C:33]([CH3:49])([CH3:32])[O:34]2)[O:34]1.CC([O-])=O.[K+]. Product: [C:6]([N:14]1[CH2:19][CH2:18][N:17]([C:20](=[O:30])[C:21]([C:23]2[CH:28]=[CH:27][C:26]([B:35]3[O:36][C:37]([CH3:39])([CH3:38])[C:33]([CH3:49])([CH3:32])[O:34]3)=[CH:25][CH:24]=2)=[O:22])[C@H:16]([CH3:31])[CH2:15]1)(=[O:13])[C:7]1[CH:12]=[CH:11][CH:10]=[CH:9][CH:8]=1. The catalyst class is: 48.